Dataset: Forward reaction prediction with 1.9M reactions from USPTO patents (1976-2016). Task: Predict the product of the given reaction. (1) Given the reactants [CH:1]1[N:5]=[CH:4][N:3]([CH2:6][C:7]([P:13]([OH:16])([OH:15])=[O:14])([P:9]([OH:12])([OH:11])=[O:10])[OH:8])[CH:2]=1.O, predict the reaction product. The product is: [CH:1]1[N:5]=[CH:4][N:3]([CH2:6][C:7]([P:9]([OH:12])([OH:11])=[O:10])([P:13]([OH:15])([OH:16])=[O:14])[OH:8])[CH:2]=1. (2) Given the reactants [CH2:1]([O:3][C:4](=[O:30])[CH2:5][C:6]1[CH:11]=[CH:10][C:9]([O:12][CH3:13])=[C:8]([O:14][C:15]2[CH:20]=[CH:19][C:18]([NH2:21])=[CH:17][C:16]=2[CH2:22][O:23][C:24]2[CH:29]=[CH:28][CH:27]=[CH:26][CH:25]=2)[CH:7]=1)[CH3:2].[CH3:31][C:32]([CH3:37])([CH3:36])[C:33](Cl)=[O:34], predict the reaction product. The product is: [CH2:1]([O:3][C:4](=[O:30])[CH2:5][C:6]1[CH:11]=[CH:10][C:9]([O:12][CH3:13])=[C:8]([O:14][C:15]2[CH:20]=[CH:19][C:18]([NH:21][C:33](=[O:34])[C:32]([CH3:37])([CH3:36])[CH3:31])=[CH:17][C:16]=2[CH2:22][O:23][C:24]2[CH:29]=[CH:28][CH:27]=[CH:26][CH:25]=2)[CH:7]=1)[CH3:2]. (3) Given the reactants [S:1]1[C:5]2[CH:6]=[CH:7][CH:8]=[CH:9][C:4]=2[N:3]=[CH:2]1.[Li]CCCC.[CH2:15]([Sn:19](Cl)([CH2:24][CH2:25][CH2:26][CH3:27])[CH2:20][CH2:21][CH2:22][CH3:23])[CH2:16][CH2:17][CH3:18], predict the reaction product. The product is: [CH2:24]([Sn:19]([CH2:15][CH2:16][CH2:17][CH3:18])([CH2:20][CH2:21][CH2:22][CH3:23])[C:2]1[S:1][C:5]2[CH:6]=[CH:7][CH:8]=[CH:9][C:4]=2[N:3]=1)[CH2:25][CH2:26][CH3:27]. (4) Given the reactants C([O-])(=[O:3])C.[NH4+].CO[C@@H]1[C@@H](C(OC)=O)[C@@H]2[C@@H](CN3[C@H](C2)[C:17]2[NH:26][C:27]4[CH:32]=[C:31]([O:33][CH3:34])[CH:30]=[CH:29][C:28]=4[C:16]=2[CH2:15][CH2:14]3)C[C@H]1OC(C1C=C(OC)C(OC)=C(OC)C=1)=O, predict the reaction product. The product is: [CH3:34][O:33][C:31]1[CH:32]=[C:27]2[C:28]([CH2:16][CH2:15][C:14](=[O:3])[N:26]2[CH3:17])=[CH:29][CH:30]=1.